Dataset: Forward reaction prediction with 1.9M reactions from USPTO patents (1976-2016). Task: Predict the product of the given reaction. Given the reactants COC1N=C2N=CN(C3SC(C(OC)=O)=C(O)C=3)C2=CC=1OC.[CH3:24][O:25][C:26]1[N:31]=[C:30]2[N:32]([C:35]3[S:39][C:38]([C:40]([O:42][CH3:43])=[O:41])=[C:37]([OH:44])[CH:36]=3)[CH:33]=[N:34][C:29]2=[CH:28][C:27]=1[O:45][CH3:46].C([O-])([O-])=O.[K+].[K+].Br[CH2:54][C:55]1[CH:60]=[CH:59][CH:58]=[CH:57][C:56]=1[C:61]([F:64])([F:63])[F:62], predict the reaction product. The product is: [CH3:24][O:25][C:26]1[N:31]=[C:30]2[N:32]([C:35]3[S:39][C:38]([C:40]([O:42][CH3:43])=[O:41])=[C:37]([O:44][CH2:54][C:55]4[CH:60]=[CH:59][CH:58]=[CH:57][C:56]=4[C:61]([F:62])([F:63])[F:64])[CH:36]=3)[CH:33]=[N:34][C:29]2=[CH:28][C:27]=1[O:45][CH3:46].